Task: Predict the product of the given reaction.. Dataset: Forward reaction prediction with 1.9M reactions from USPTO patents (1976-2016) (1) Given the reactants [CH2:1]([O:8][N:9]1[C:17]2[C:12](=[N:13][CH:14]=[C:15](Br)[CH:16]=2)[CH:11]=[CH:10]1)[C:2]1[CH:7]=[CH:6][CH:5]=[CH:4][CH:3]=1.C([O-])([O-])=O.[K+].[K+].[CH3:25][N:26]([CH3:38])[C:27]([C:29]1[CH:30]=[C:31](B(O)O)[CH:32]=[CH:33][CH:34]=1)=[O:28], predict the reaction product. The product is: [CH2:1]([O:8][N:9]1[C:17]2[C:12](=[N:13][CH:14]=[C:15]([C:33]3[CH:34]=[C:29]([CH:30]=[CH:31][CH:32]=3)[C:27]([N:26]([CH3:38])[CH3:25])=[O:28])[CH:16]=2)[CH:11]=[CH:10]1)[C:2]1[CH:7]=[CH:6][CH:5]=[CH:4][CH:3]=1. (2) Given the reactants [C-:1]#[N:2].[Na+].[NH2:4][C:5]1[CH:10]=[CH:9][C:8]([CH3:11])=[CH:7][CH:6]=1.[C:12]1(=O)[CH2:15][CH2:14][CH2:13]1.C(OCC)(=O)C, predict the reaction product. The product is: [CH3:11][C:8]1[CH:9]=[CH:10][C:5]([NH:4][C:12]2([C:1]#[N:2])[CH2:15][CH2:14][CH2:13]2)=[CH:6][CH:7]=1. (3) The product is: [C:16]([O:20][C:21]([N:23]1[C:31]2[C:26](=[CH:27][CH:28]=[CH:29][CH:30]=2)[C:25]([CH3:32])=[C:24]1[C:2]1[CH:7]=[C:6]([C:8]2[CH:13]=[CH:12][N:11]=[CH:10][CH:9]=2)[N:5]=[N:4][C:3]=1[O:14][CH3:15])=[O:22])([CH3:19])([CH3:18])[CH3:17]. Given the reactants I[C:2]1[CH:7]=[C:6]([C:8]2[CH:13]=[CH:12][N:11]=[CH:10][CH:9]=2)[N:5]=[N:4][C:3]=1[O:14][CH3:15].[C:16]([O:20][C:21]([N:23]1[C:31]2[C:26](=[CH:27][CH:28]=[CH:29][CH:30]=2)[C:25]([CH3:32])=[C:24]1B1OC(C)(C)C(C)(C)O1)=[O:22])([CH3:19])([CH3:18])[CH3:17].C(=O)([O-])[O-].[K+].[K+].C1(P(C2C=CC=CC=2)C2C=CC=CC=2)C=CC=CC=1, predict the reaction product. (4) Given the reactants C(N(CC)CC)C.[C:8](N1C=CN=C1)(N1C=CN=C1)=[O:9].[CH3:20][C:21]([C:24]1[CH:25]=[C:26]([S:30]([N:33]2[C:41]3[C:36](=[CH:37][C:38]([C:42]([F:45])([F:44])[F:43])=[CH:39][CH:40]=3)[CH:35]=[C:34]2[CH2:46][C:47]2[CH:56]=[CH:55][C:50]([C:51]([NH:53][NH2:54])=[O:52])=[CH:49][CH:48]=2)(=[O:32])=[O:31])[CH:27]=[CH:28][CH:29]=1)([CH3:23])[CH3:22], predict the reaction product. The product is: [CH3:23][C:21]([C:24]1[CH:25]=[C:26]([S:30]([N:33]2[C:41]3[C:36](=[CH:37][C:38]([C:42]([F:43])([F:44])[F:45])=[CH:39][CH:40]=3)[CH:35]=[C:34]2[CH2:46][C:47]2[CH:48]=[CH:49][C:50]([C:51]3[O:52][C:8](=[O:9])[NH:54][N:53]=3)=[CH:55][CH:56]=2)(=[O:32])=[O:31])[CH:27]=[CH:28][CH:29]=1)([CH3:20])[CH3:22]. (5) Given the reactants [Br:1][C:2]1[CH:3]=[C:4]([C:19]([OH:21])=O)[CH:5]=[C:6]2[C:11]=1[O:10][C:9]([N:12]1[CH2:17][CH2:16][O:15][CH2:14][CH2:13]1)=[CH:8][C:7]2=[O:18].CCN(C(C)C)C(C)C.[NH:31]1[CH2:36][CH2:35][O:34][CH2:33][CH2:32]1.O, predict the reaction product. The product is: [Br:1][C:2]1[CH:3]=[C:4]([C:19]([N:31]2[CH2:36][CH2:35][O:34][CH2:33][CH2:32]2)=[O:21])[CH:5]=[C:6]2[C:11]=1[O:10][C:9]([N:12]1[CH2:17][CH2:16][O:15][CH2:14][CH2:13]1)=[CH:8][C:7]2=[O:18]. (6) Given the reactants [Br:1][C:2]1[CH:7]=[CH:6][C:5]([C:8]2[NH:14][C:13](=[O:15])[C:10]3([CH2:12][CH2:11]3)[N:9]=2)=[CH:4][CH:3]=1.Br[CH2:17][CH:18]1[CH2:21][N:20]([C:22]([O:24][C:25]([CH3:28])([CH3:27])[CH3:26])=[O:23])[CH2:19]1.C([O-])([O-])=O.[Cs+].[Cs+], predict the reaction product. The product is: [Br:1][C:2]1[CH:7]=[CH:6][C:5]([C:8]2[N:14]([CH2:17][CH:18]3[CH2:21][N:20]([C:22]([O:24][C:25]([CH3:26])([CH3:28])[CH3:27])=[O:23])[CH2:19]3)[C:13](=[O:15])[C:10]3([CH2:11][CH2:12]3)[N:9]=2)=[CH:4][CH:3]=1. (7) Given the reactants [C:1]([O:5][C:6]([N:8]1[CH2:13][CH2:12][N:11]([C:14]2[CH:22]=[C:21]3[C:17]([CH:18]=[N:19][NH:20]3)=[CH:16][CH:15]=2)[CH2:10][CH2:9]1)=[O:7])([CH3:4])([CH3:3])[CH3:2].[OH-].[K+].[I:25]I, predict the reaction product. The product is: [C:1]([O:5][C:6]([N:8]1[CH2:9][CH2:10][N:11]([C:14]2[CH:22]=[C:21]3[C:17]([C:18]([I:25])=[N:19][NH:20]3)=[CH:16][CH:15]=2)[CH2:12][CH2:13]1)=[O:7])([CH3:4])([CH3:2])[CH3:3].